The task is: Regression. Given two drug SMILES strings and cell line genomic features, predict the synergy score measuring deviation from expected non-interaction effect.. This data is from Merck oncology drug combination screen with 23,052 pairs across 39 cell lines. (1) Drug 2: Cc1nc(Nc2ncc(C(=O)Nc3c(C)cccc3Cl)s2)cc(N2CCN(CCO)CC2)n1. Cell line: UWB1289. Drug 1: O=c1[nH]cc(F)c(=O)[nH]1. Synergy scores: synergy=3.77. (2) Drug 1: CC1CC2C3CCC4=CC(=O)C=CC4(C)C3(F)C(O)CC2(C)C1(O)C(=O)CO. Drug 2: NC(=O)c1cccc2cn(-c3ccc(C4CCCNC4)cc3)nc12. Cell line: NCIH460. Synergy scores: synergy=0.102. (3) Drug 1: COC12C(COC(N)=O)C3=C(C(=O)C(C)=C(N)C3=O)N1CC1NC12. Drug 2: NC(=O)c1cccc2cn(-c3ccc(C4CCCNC4)cc3)nc12. Cell line: A427. Synergy scores: synergy=5.95. (4) Drug 1: NC(=O)c1cccc2cn(-c3ccc(C4CCCNC4)cc3)nc12. Drug 2: Cn1c(=O)n(-c2ccc(C(C)(C)C#N)cc2)c2c3cc(-c4cnc5ccccc5c4)ccc3ncc21. Cell line: T47D. Synergy scores: synergy=110. (5) Drug 1: COC12C(COC(N)=O)C3=C(C(=O)C(C)=C(N)C3=O)N1CC1NC12. Drug 2: Cn1cc(-c2cnn3c(N)c(Br)c(C4CCCNC4)nc23)cn1. Cell line: SKOV3. Synergy scores: synergy=35.0. (6) Drug 1: COC12C(COC(N)=O)C3=C(C(=O)C(C)=C(N)C3=O)N1CC1NC12. Drug 2: COC1CC2CCC(C)C(O)(O2)C(=O)C(=O)N2CCCCC2C(=O)OC(C(C)CC2CCC(OP(C)(C)=O)C(OC)C2)CC(=O)C(C)C=C(C)C(O)C(OC)C(=O)C(C)CC(C)C=CC=CC=C1C. Cell line: CAOV3. Synergy scores: synergy=-1.08. (7) Drug 1: CCc1c2c(nc3ccc(O)cc13)-c1cc3c(c(=O)n1C2)COC(=O)C3(O)CC. Drug 2: CCc1cnn2c(NCc3ccc[n+]([O-])c3)cc(N3CCCCC3CCO)nc12. Cell line: NCIH460. Synergy scores: synergy=-14.3.